From a dataset of Peptide-MHC class II binding affinity with 134,281 pairs from IEDB. Regression. Given a peptide amino acid sequence and an MHC pseudo amino acid sequence, predict their binding affinity value. This is MHC class II binding data. (1) The peptide sequence is YLILSARDVLAVVSK. The MHC is DRB1_1501 with pseudo-sequence DRB1_1501. The binding affinity (normalized) is 0.230. (2) The binding affinity (normalized) is 0.636. The peptide sequence is GGSILKISNKYHTKG. The MHC is DRB1_0404 with pseudo-sequence DRB1_0404. (3) The peptide sequence is RYANPIAFFRKEPLK. The MHC is HLA-DPA10301-DPB10402 with pseudo-sequence HLA-DPA10301-DPB10402. The binding affinity (normalized) is 0.547. (4) The peptide sequence is VRFSWLSLLVPFVQW. The MHC is HLA-DPA10201-DPB10501 with pseudo-sequence HLA-DPA10201-DPB10501. The binding affinity (normalized) is 0.695. (5) The peptide sequence is CKDIKLSDISLKLTS. The MHC is DRB1_1501 with pseudo-sequence DRB1_1501. The binding affinity (normalized) is 0.586.